The task is: Predict the product of the given reaction.. This data is from Forward reaction prediction with 1.9M reactions from USPTO patents (1976-2016). (1) Given the reactants [CH:1]1([C:4]#[CH:5])[CH2:3][CH2:2]1.Br[C:7]1[CH:8]=[CH:9][C:10]([C:13]([O:15][CH2:16][CH3:17])=[O:14])=[N:11][CH:12]=1, predict the reaction product. The product is: [CH:1]1([C:4]#[C:5][C:7]2[CH:8]=[CH:9][C:10]([C:13]([O:15][CH2:16][CH3:17])=[O:14])=[N:11][CH:12]=2)[CH2:3][CH2:2]1. (2) Given the reactants [Br:1][C:2]1[CH:7]=[CH:6][N:5]=[C:4]([CH2:8]O)[CH:3]=1.S(Cl)([Cl:12])=O, predict the reaction product. The product is: [ClH:12].[Br:1][C:2]1[CH:7]=[CH:6][N:5]=[C:4]([CH2:8][Cl:12])[CH:3]=1. (3) Given the reactants [N+:1]([C:4]1[CH:16]=[CH:15][C:14]2[C:13]3[C:8](=[CH:9][CH:10]=[CH:11][CH:12]=3)[CH2:7][C:6]=2[CH:5]=1)([O-:3])=[O:2].[O:17]=[C:18]1[C:23]([CH:24]=O)=[CH:22][CH:21]=[CH:20][NH:19]1.C(Cl)Cl, predict the reaction product. The product is: [N+:1]([C:4]1[CH:16]=[CH:15][C:14]2[C:13]3[C:8](=[CH:9][CH:10]=[CH:11][CH:12]=3)[C:7](=[CH:24][C:23]3[C:18](=[O:17])[NH:19][CH:20]=[CH:21][CH:22]=3)[C:6]=2[CH:5]=1)([O-:3])=[O:2]. (4) Given the reactants C(N(CC)CC)C.C1C(=O)N(OC(CCCC[C@@H]2SC[C@@H]3NC(N[C@H]23)=O)=O)C(=O)C1.[NH2:31][C:32]1[C:40]([OH:41])=[CH:39][C:38](N(CCCCNC(=O)CCCCC2C3C(NC(=O)N3)CS2)C(=O)C(F)(F)F)=[CH:37][C:33]=1[C:34]([OH:36])=[O:35], predict the reaction product. The product is: [OH:41][C:40]1[CH:39]=[CH:38][CH:37]=[C:33]([C:34]([OH:36])=[O:35])[C:32]=1[NH2:31]. (5) Given the reactants C([NH:5][S:6]([C:9]1[S:13][C:12]([C:14]2[N:15]=[CH:16][N:17]([C:19]3[CH:24]=[C:23]([C:25]4[CH:30]=[CH:29][C:28]([C:31]([F:34])([F:33])[F:32])=[CH:27][CH:26]=4)[CH:22]=[C:21]([C:35]([F:38])([F:37])[F:36])[N:20]=3)[CH:18]=2)=[N:11][CH:10]=1)(=[O:8])=[O:7])(C)(C)C.C(O)(C(F)(F)F)=O, predict the reaction product. The product is: [F:38][C:35]([F:36])([F:37])[C:21]1[N:20]=[C:19]([N:17]2[CH:18]=[C:14]([C:12]3[S:13][C:9]([S:6]([NH2:5])(=[O:7])=[O:8])=[CH:10][N:11]=3)[N:15]=[CH:16]2)[CH:24]=[C:23]([C:25]2[CH:26]=[CH:27][C:28]([C:31]([F:32])([F:33])[F:34])=[CH:29][CH:30]=2)[CH:22]=1. (6) Given the reactants [NH2:1][C:2]1[N:7]=[CH:6][C:5]([O:8][C:9]2[CH:10]=[C:11]([NH:15][C:16](=[O:27])[C:17]3[CH:22]=[CH:21][CH:20]=[C:19]([C:23]([F:26])([F:25])[F:24])[CH:18]=3)[CH:12]=[CH:13][CH:14]=2)=[CH:4][CH:3]=1.[CH2:28]([O:30][C:31]([N:33]=[C:34]=[S:35])=[O:32])[CH3:29].O, predict the reaction product. The product is: [F:25][C:23]([F:26])([F:24])[C:19]1[CH:18]=[C:17]([CH:22]=[CH:21][CH:20]=1)[C:16]([NH:15][C:11]1[CH:10]=[C:9]([CH:14]=[CH:13][CH:12]=1)[O:8][C:5]1[CH:4]=[CH:3][C:2]([NH:1][C:34]([NH:33][C:31](=[O:32])[O:30][CH2:28][CH3:29])=[S:35])=[N:7][CH:6]=1)=[O:27]. (7) Given the reactants [CH2:1]([O:8][CH:9]1[CH2:19][CH2:18][CH2:17][C:10]21[NH:14][C:13](=[O:15])N[C:11]2=[O:16])[C:2]1[CH:7]=[CH:6][CH:5]=[CH:4][CH:3]=1.Cl.[CH3:21][C:22]([O:25]C(OC([O:25][C:22]([CH3:24])([CH3:23])[CH3:21])=O)=O)([CH3:24])[CH3:23].[OH-:36].[Na+], predict the reaction product. The product is: [CH2:1]([O:8][CH:9]1[CH2:19][CH2:18][CH2:17][C:10]1([NH:14][C:13]([O:25][C:22]([CH3:24])([CH3:23])[CH3:21])=[O:15])[C:11]([OH:36])=[O:16])[C:2]1[CH:7]=[CH:6][CH:5]=[CH:4][CH:3]=1. (8) Given the reactants [F:1][C:2]1[CH:7]=[CH:6][CH:5]=[CH:4][C:3]=1[C:8]1[C:12]([C:13]2[CH:18]=[CH:17][N:16]=[C:15]([NH:19][CH2:20][C:21]([F:24])([F:23])[F:22])[CH:14]=2)=[CH:11][N:10]([C:25]2[CH:30]=[CH:29][C:28](=[O:31])[NH:27][N:26]=2)[N:9]=1.NC1C=C(C2C(C3C=CC=CC=3)=NN(C3C=CC(=O)NN=3)C=2)C=CN=1, predict the reaction product. The product is: [F:1][C:2]1[CH:7]=[CH:6][CH:5]=[CH:4][C:3]=1[C:8]1[C:12]([C:13]2[CH:18]=[CH:17][N:16]=[C:15]([NH:19][CH2:20][C:21]([F:24])([F:22])[F:23])[CH:14]=2)=[CH:11][N:10]([C:25]2[CH2:30][CH2:29][C:28](=[O:31])[NH:27][N:26]=2)[N:9]=1. (9) The product is: [C:1]([O:5][C:6]([N:8]([CH2:25][C:26]1[CH:31]=[CH:30][C:29]([F:32])=[CH:28][C:27]=1[Cl:33])[C:9]1[C:10]2[CH2:19][N:18]([C:20]([CH:22]3[CH2:23][CH2:24]3)=[O:21])[CH2:17][CH2:16][C:11]=2[N:12]=[C:13]([N:45]2[CH2:44][CH2:43][CH:42]([C:40](=[O:41])[CH2:39][N:34]3[CH2:38][CH2:37][CH2:36][CH2:35]3)[CH2:47][CH2:46]2)[N:14]=1)=[O:7])([CH3:3])([CH3:4])[CH3:2]. Given the reactants [C:1]([O:5][C:6]([N:8]([CH2:25][C:26]1[CH:31]=[CH:30][C:29]([F:32])=[CH:28][C:27]=1[Cl:33])[C:9]1[C:10]2[CH2:19][N:18]([C:20]([CH:22]3[CH2:24][CH2:23]3)=[O:21])[CH2:17][CH2:16][C:11]=2[N:12]=[C:13](Cl)[N:14]=1)=[O:7])([CH3:4])([CH3:3])[CH3:2].[N:34]1([CH2:39][C:40]([CH:42]2[CH2:47][CH2:46][N:45](C(OC(C)(C)C)=O)[CH2:44][CH2:43]2)=[O:41])[CH2:38][CH2:37][CH2:36][CH2:35]1, predict the reaction product. (10) The product is: [C:1]([O:5][C:6]([N:8]1[CH2:13][CH2:12][N:11]([C:14]([C:16]2[N:24]3[C:19]([CH:20]=[CH:21][CH:22]=[CH:23]3)=[C:18]([C:25]3[CH:26]=[CH:27][CH:28]=[CH:29][CH:30]=3)[C:17]=2[CH2:31][C:32]2[CH:37]=[CH:36][CH:35]=[C:34]([F:38])[C:33]=2[CH3:39])=[O:15])[CH2:10][C@@H:9]1[CH2:40][CH:41]=[O:42])=[O:7])([CH3:3])([CH3:4])[CH3:2]. Given the reactants [C:1]([O:5][C:6]([N:8]1[CH2:13][CH2:12][N:11]([C:14]([C:16]2[N:24]3[C:19]([CH:20]=[CH:21][CH:22]=[CH:23]3)=[C:18]([C:25]3[CH:30]=[CH:29][CH:28]=[CH:27][CH:26]=3)[C:17]=2[CH2:31][C:32]2[CH:37]=[CH:36][CH:35]=[C:34]([F:38])[C:33]=2[CH3:39])=[O:15])[CH2:10][C@@H:9]1[CH2:40][CH2:41][OH:42])=[O:7])([CH3:4])([CH3:3])[CH3:2].CC(OI1(OC(C)=O)(OC(C)=O)OC(=O)C2C1=CC=CC=2)=O, predict the reaction product.